Predict the reactants needed to synthesize the given product. From a dataset of Full USPTO retrosynthesis dataset with 1.9M reactions from patents (1976-2016). Given the product [OH:31][C:2]1[C:4]([C:19]([NH:21][C:22]2[CH:27]=[CH:26][C:25]([CH3:28])=[CH:24][CH:23]=2)=[O:20])=[C:5]([S:6][CH3:7])[N:8]=[C:9]([C:10]2[CH:15]=[CH:14][C:13]([S:16][CH3:17])=[CH:12][CH:11]=2)[N:3]=1, predict the reactants needed to synthesize it. The reactants are: Cl.[C:2](/[C:4](/[C:19]([NH:21][C:22]1[CH:27]=[CH:26][C:25]([CH3:28])=[CH:24][CH:23]=1)=[O:20])=[C:5](/[NH:8][C:9](=O)[C:10]1[CH:15]=[CH:14][C:13]([S:16][CH3:17])=[CH:12][CH:11]=1)\[S:6][CH3:7])#[N:3].C([OH:31])C.